From a dataset of Catalyst prediction with 721,799 reactions and 888 catalyst types from USPTO. Predict which catalyst facilitates the given reaction. (1) Reactant: [C:1]([O:5][C:6](=[O:35])[NH:7][C:8]1([C:12]2[CH:17]=[CH:16][C:15]([C:18]3[N:19]=[C:20]4[CH:25]=[C:24]([C:26]#[N:27])[CH:23]=[CH:22][N:21]4[C:28]=3[C:29]3[CH:34]=[CH:33][CH:32]=[CH:31][CH:30]=3)=[CH:14][CH:13]=2)[CH2:11][CH2:10][CH2:9]1)([CH3:4])([CH3:3])[CH3:2].[N-:36]=[N+:37]=[N-:38].[Na+].[NH4+].[Cl-].C([O-])(O)=O.[Na+]. Product: [C:1]([O:5][C:6](=[O:35])[NH:7][C:8]1([C:12]2[CH:13]=[CH:14][C:15]([C:18]3[N:19]=[C:20]4[CH:25]=[C:24]([C:26]5[N:36]=[N:37][NH:38][N:27]=5)[CH:23]=[CH:22][N:21]4[C:28]=3[C:29]3[CH:34]=[CH:33][CH:32]=[CH:31][CH:30]=3)=[CH:16][CH:17]=2)[CH2:11][CH2:10][CH2:9]1)([CH3:4])([CH3:2])[CH3:3]. The catalyst class is: 3. (2) Reactant: [Br:1][C:2]1[CH:11]=[C:10]2[C:5]([CH2:6][CH2:7][CH2:8][C:9]2=[O:12])=[CH:4][CH:3]=1.F[C:14](F)(F)C([O-])=O.C[NH2+]C1C=CC=CC=1.C=O. Product: [Br:1][C:2]1[CH:11]=[C:10]2[C:5]([CH2:6][CH2:7][C:8](=[CH2:14])[C:9]2=[O:12])=[CH:4][CH:3]=1. The catalyst class is: 1. (3) Reactant: Br[CH2:2][C:3]1[C:8]([CH3:9])=[CH:7][CH:6]=[CH:5][C:4]=1[N:10]1[C:14](=[O:15])[N:13]([CH3:16])[N:12]=[N:11]1.[F:17][C:18]1[CH:23]=[CH:22][C:21]([N:24]2[CH:28]=[CH:27][C:26]([OH:29])=[N:25]2)=[CH:20][CH:19]=1.C(=O)([O-])[O-].[K+].[K+].C(#N)C. Product: [F:17][C:18]1[CH:19]=[CH:20][C:21]([N:24]2[CH:28]=[CH:27][C:26]([O:29][CH2:2][C:3]3[C:8]([CH3:9])=[CH:7][CH:6]=[CH:5][C:4]=3[N:10]3[C:14](=[O:15])[N:13]([CH3:16])[N:12]=[N:11]3)=[N:25]2)=[CH:22][CH:23]=1. The catalyst class is: 6. (4) Reactant: NN.[F:3][C:4]1[C:9]([F:10])=[CH:8][CH:7]=[CH:6][C:5]=1[C@@H:11]1[CH2:21][CH2:20][C@@H:19]([N:22]2C(=O)C3C(=CC=CC=3)C2=O)[C:14]2=[N:15][CH:16]=[CH:17][CH:18]=[C:13]2[C@H:12]1[NH:33][C:34](=[O:40])[O:35][C:36]([CH3:39])([CH3:38])[CH3:37]. Product: [NH2:22][C@H:19]1[C:14]2=[N:15][CH:16]=[CH:17][CH:18]=[C:13]2[C@@H:12]([NH:33][C:34](=[O:40])[O:35][C:36]([CH3:39])([CH3:38])[CH3:37])[C@H:11]([C:5]2[CH:6]=[CH:7][CH:8]=[C:9]([F:10])[C:4]=2[F:3])[CH2:21][CH2:20]1. The catalyst class is: 5. (5) Reactant: [OH:1][C:2]1[CH:7]=[C:6]([CH3:8])[NH:5][C:4](=[O:9])[CH:3]=1.[Cl:10][C:11]1[CH:12]=[C:13]([CH:16]=[C:17](F)[CH:18]=1)[C:14]#[N:15].C(=O)([O-])[O-].[K+].[K+]. Product: [Cl:10][C:11]1[CH:12]=[C:13]([CH:16]=[C:17]([O:1][C:2]2[CH:7]=[C:6]([CH3:8])[NH:5][C:4](=[O:9])[CH:3]=2)[CH:18]=1)[C:14]#[N:15]. The catalyst class is: 37. (6) Reactant: C([O:8][CH2:9][CH:10]1[O:24][C:14]2=[C:15]3[C:20](=[CH:21][CH:22]=[C:13]2[O:12][CH2:11]1)[N:19]=[C:18]([CH3:23])[CH:17]=[CH:16]3)C1C=CC=CC=1. Product: [CH3:23][C:18]1[CH:17]=[CH:16][C:15]2[C:20](=[CH:21][CH:22]=[C:13]3[O:12][CH2:11][CH:10]([CH2:9][OH:8])[O:24][C:14]3=2)[N:19]=1. The catalyst class is: 2. (7) Reactant: [N:1]([C@@H:4]1[C@@H:8]([N:9]=[N+:10]=[N-:11])[CH2:7][N:6]([CH2:12][C:13]2[CH:18]=[CH:17][CH:16]=[CH:15][CH:14]=2)[CH2:5]1)=[N+]=[N-].C1(P(C2C=CC=CC=2)C2C=CC=CC=2)C=CC=CC=1.O. Product: [N:9]([C@@H:8]1[C@@H:4]([NH2:1])[CH2:5][N:6]([CH2:12][C:13]2[CH:14]=[CH:15][CH:16]=[CH:17][CH:18]=2)[CH2:7]1)=[N+:10]=[N-:11]. The catalyst class is: 7. (8) Reactant: [NH2:1][C:2]1[CH:42]=[CH:41][C:5]2[N:6]=[C:7]([C:9]3[CH:10]=[C:11]([C:15]4[C:16]([N:35]([CH3:40])[S:36]([CH3:39])(=[O:38])=[O:37])=[CH:17][C:18]5[O:22][C:21]([C:23]6[CH:28]=[CH:27][C:26]([F:29])=[CH:25][CH:24]=6)=[C:20]([C:30]([NH:32][CH3:33])=[O:31])[C:19]=5[CH:34]=4)[CH:12]=[CH:13][CH:14]=3)[O:8][C:4]=2[CH:3]=1.N1C=CC=CC=1.[CH3:49][S:50](Cl)(=[O:52])=[O:51]. Product: [F:29][C:26]1[CH:27]=[CH:28][C:23]([C:21]2[O:22][C:18]3[CH:17]=[C:16]([N:35]([CH3:40])[S:36]([CH3:39])(=[O:38])=[O:37])[C:15]([C:11]4[CH:12]=[CH:13][CH:14]=[C:9]([C:7]5[O:8][C:4]6[CH:3]=[C:2]([NH:1][S:50]([CH3:49])(=[O:52])=[O:51])[CH:42]=[CH:41][C:5]=6[N:6]=5)[CH:10]=4)=[CH:34][C:19]=3[C:20]=2[C:30]([NH:32][CH3:33])=[O:31])=[CH:24][CH:25]=1. The catalyst class is: 4. (9) The catalyst class is: 7. Reactant: [C:1]([O:5][C:6]([N:8]1[CH2:13][CH2:12][C@H:11]([CH3:14])[C@H:10]([C:15]([OH:17])=O)[CH2:9]1)=[O:7])([CH3:4])([CH3:3])[CH3:2].C[C@H]1C[CH2:23][NH:22][CH2:21][C@H]1C(O)=O.C(N(CC)CC)C.Cl.CNC.C(N1C=CN=C1)(N1C=CN=C1)=O. Product: [CH3:21][N:22]([CH3:23])[C:15]([C@H:10]1[C@@H:11]([CH3:14])[CH2:12][CH2:13][N:8]([C:6]([O:5][C:1]([CH3:4])([CH3:3])[CH3:2])=[O:7])[CH2:9]1)=[O:17].